This data is from TCR-epitope binding with 47,182 pairs between 192 epitopes and 23,139 TCRs. The task is: Binary Classification. Given a T-cell receptor sequence (or CDR3 region) and an epitope sequence, predict whether binding occurs between them. (1) The epitope is PKYVKQNTLKLAT. The TCR CDR3 sequence is CASRTDMNSPLHF. Result: 1 (the TCR binds to the epitope). (2) The epitope is LPAADLDDF. The TCR CDR3 sequence is CASSLRWNPGNTIYF. Result: 0 (the TCR does not bind to the epitope). (3) The epitope is GTSGSPIIDK. The TCR CDR3 sequence is CATSRERKGTDTEAFF. Result: 1 (the TCR binds to the epitope). (4) The epitope is YFPLQSYGF. The TCR CDR3 sequence is CASSQEWLAVSTDTQYF. Result: 0 (the TCR does not bind to the epitope). (5) The epitope is CINGVCWTV. The TCR CDR3 sequence is CASNQGTATEAFF. Result: 1 (the TCR binds to the epitope). (6) The epitope is SEVGPEHSLAEY. The TCR CDR3 sequence is CASRQEVGSYEQYF. Result: 1 (the TCR binds to the epitope). (7) The epitope is NYSGVVTTVMF. The TCR CDR3 sequence is CAIRGSDDEQFF. Result: 1 (the TCR binds to the epitope). (8) The epitope is SEPVLKGVKL. The TCR CDR3 sequence is CASSWGAGQPQHF. Result: 0 (the TCR does not bind to the epitope). (9) The epitope is EHPTFTSQYRIQGKL. The TCR CDR3 sequence is CASSIPPGYYNEQFF. Result: 0 (the TCR does not bind to the epitope). (10) The TCR CDR3 sequence is CASSPSGGSVETQYF. The epitope is VVYRGTTTY. Result: 1 (the TCR binds to the epitope).